This data is from Full USPTO retrosynthesis dataset with 1.9M reactions from patents (1976-2016). The task is: Predict the reactants needed to synthesize the given product. (1) Given the product [C:12]([O:11][C:9]([N:8]([CH2:22][C:23]1[C:24]([C:39]([F:42])([F:40])[F:41])=[N:25][CH:26]=[C:27]([C:29]2[CH:34]=[N:33][C:32]([C:35]([F:36])([F:37])[F:38])=[N:31][CH:30]=2)[CH:28]=1)[C:1](=[O:2])[O:3][C:4]([CH3:6])([CH3:7])[CH3:5])=[O:10])([CH3:15])([CH3:14])[CH3:13], predict the reactants needed to synthesize it. The reactants are: [C:1]([N-:8][C:9]([O:11][C:12]([CH3:15])([CH3:14])[CH3:13])=[O:10])([O:3][C:4]([CH3:7])([CH3:6])[CH3:5])=[O:2].[K+].CS(O[CH2:22][C:23]1[C:24]([C:39]([F:42])([F:41])[F:40])=[N:25][CH:26]=[C:27]([C:29]2[CH:30]=[N:31][C:32]([C:35]([F:38])([F:37])[F:36])=[N:33][CH:34]=2)[CH:28]=1)(=O)=O.[I-].[Na+]. (2) The reactants are: [Cl:1][C:2]1[CH:21]=[CH:20][C:5]([C:6]([N:8]2[CH2:14][C:13]3[CH:15]=[CH:16][CH:17]=[CH:18][C:12]=3[NH:11][C:10](=[O:19])[CH2:9]2)=[O:7])=[CH:4][CH:3]=1.[H-].[Na+].Br[CH2:25][C:26]1[CH:35]=[CH:34][C:29]([C:30]([O:32]C)=[O:31])=[CH:28][CH:27]=1.[OH-].[Na+]. Given the product [C:30]([C:29]1[CH:34]=[CH:35][C:26]([CH2:25][N:11]2[C:12]3[CH:18]=[CH:17][CH:16]=[CH:15][C:13]=3[CH2:14][N:8]([C:6](=[O:7])[C:5]3[CH:20]=[CH:21][C:2]([Cl:1])=[CH:3][CH:4]=3)[CH2:9][C:10]2=[O:19])=[CH:27][CH:28]=1)([OH:32])=[O:31], predict the reactants needed to synthesize it. (3) Given the product [Cl:29][C:26]1[C:27](=[O:28])[N:18]2[CH2:17][C:16]([CH2:15][N:12]3[CH2:11][CH2:10][CH:9]([NH2:5])[CH2:14][CH2:13]3)([OH:31])[C:20]3=[C:21]([F:30])[CH:22]=[N:23][C:24]([CH:25]=1)=[C:19]23, predict the reactants needed to synthesize it. The reactants are: CC([N:5]([CH:9]1[CH2:14][CH2:13][N:12]([CH2:15][C:16]2([OH:31])[C:20]3=[C:21]([F:30])[CH:22]=[N:23][C:24]4[CH:25]=[C:26]([Cl:29])[C:27](=[O:28])[N:18]([C:19]=43)[CH2:17]2)[CH2:11][CH2:10]1)C(=O)[O-])(C)C.Cl. (4) Given the product [NH2:31][C:27]1[CH:26]=[C:25]([CH:30]=[CH:29][CH:28]=1)[CH2:24][O:23][C:19]1[CH:18]=[C:17]([CH:12]([CH2:11][NH:10][S:7]([C:1]2[CH:6]=[CH:5][CH:4]=[CH:3][CH:2]=2)(=[O:9])=[O:8])[C:13]([O:15][CH3:16])=[O:14])[CH:22]=[CH:21][CH:20]=1, predict the reactants needed to synthesize it. The reactants are: [C:1]1([S:7]([NH:10][CH2:11][CH:12]([C:17]2[CH:22]=[CH:21][CH:20]=[C:19]([O:23][CH2:24][C:25]3[CH:30]=[CH:29][CH:28]=[C:27]([N+:31]([O-])=O)[CH:26]=3)[CH:18]=2)[C:13]([O:15][CH3:16])=[O:14])(=[O:9])=[O:8])[CH:6]=[CH:5][CH:4]=[CH:3][CH:2]=1.[Sn](Cl)Cl. (5) Given the product [OH:48][C:43]1[CH:44]=[CH:45][CH:46]=[CH:47][C:42]=1[CH2:41][N:40]([CH2:37][CH2:38][CH3:39])[C:33]([C:11]1=[CH:12][C:13]2[CH:19]=[CH:18][C:17]([C:20]3[CH:25]=[CH:24][C:23]([C:26]([N:28]4[CH2:32][CH2:31][CH2:30][CH2:29]4)=[O:27])=[CH:22][CH:21]=3)=[CH:16][C:14]=2[N:15]=[C:9]([NH:8][C:6](=[O:7])[O:5][C:1]([CH3:2])([CH3:3])[CH3:4])[CH2:10]1)=[O:35], predict the reactants needed to synthesize it. The reactants are: [C:1]([O:5][C:6]([NH:8][C:9]1[CH2:10][C:11]([C:33]([OH:35])=O)=[CH:12][C:13]2[CH:19]=[CH:18][C:17]([C:20]3[CH:25]=[CH:24][C:23]([C:26]([N:28]4[CH2:32][CH2:31][CH2:30][CH2:29]4)=[O:27])=[CH:22][CH:21]=3)=[CH:16][C:14]=2[N:15]=1)=[O:7])([CH3:4])([CH3:3])[CH3:2].Cl.[CH2:37]([NH:40][CH2:41][C:42]1[CH:47]=[CH:46][CH:45]=[CH:44][C:43]=1[OH:48])[CH2:38][CH3:39]. (6) Given the product [NH:29]1[C:30]2[C:26](=[CH:25][C:24]([O:23][C:2]3[C:11]4[C:6](=[CH:7][C:8]([O:14][CH2:15][CH2:16][CH2:17][N:18]5[CH2:22][CH2:21][CH2:20][CH2:19]5)=[C:9]([O:12][CH3:13])[CH:10]=4)[N:5]=[N:4][CH:3]=3)=[CH:32][CH:31]=2)[CH:27]=[CH:28]1, predict the reactants needed to synthesize it. The reactants are: Cl[C:2]1[C:11]2[C:6](=[CH:7][C:8]([O:14][CH2:15][CH2:16][CH2:17][N:18]3[CH2:22][CH2:21][CH2:20][CH2:19]3)=[C:9]([O:12][CH3:13])[CH:10]=2)[N:5]=[N:4][CH:3]=1.[OH:23][C:24]1[CH:25]=[C:26]2[C:30](=[CH:31][CH:32]=1)[NH:29][CH:28]=[CH:27]2.C(=O)([O-])[O-].[K+].[K+]. (7) Given the product [N:23]1[NH:18][CH:20]=[C:2]2[C:1]=1[CH2:6][CH2:5][CH2:4][C:3]2=[O:7], predict the reactants needed to synthesize it. The reactants are: [C:1]1(=O)[CH2:6][CH2:5][CH2:4][C:3](=[O:7])[CH2:2]1.C(OC([N:18]([CH3:20])C)N(C)C)(C)(C)C.Cl.Cl.[NH2:23]N.